This data is from Reaction yield outcomes from USPTO patents with 853,638 reactions. The task is: Predict the reaction yield, written as a fraction of the theoretical maximum amount of product (1.0 means a 100% yield; for example, 0.34 means a 34% yield). (1) The product is [CH:9]([C:6]1[CH:7]=[CH:8][C:3]([CH2:2][N:15]2[C:11](=[O:21])[C:12]3[C:13](=[CH:17][CH:18]=[CH:19][CH:20]=3)[C:14]2=[O:16])=[CH:4][CH:5]=1)=[CH2:10]. The yield is 0.460. The reactants are Cl[CH2:2][C:3]1[CH:8]=[CH:7][C:6]([CH:9]=[CH2:10])=[CH:5][CH:4]=1.[C:11]1(=[O:21])[NH:15][C:14](=[O:16])[C:13]2=[CH:17][CH:18]=[CH:19][CH:20]=[C:12]12.[K]. The catalyst is CN(C=O)C.O. (2) The yield is 0.680. The catalyst is CN(C=O)C. The product is [C:1]1([C:7]2[CH:12]=[C:11]([CH:13]3[CH2:18][NH:17][S:16](=[O:19])(=[O:20])[NH:15][CH2:14]3)[CH:10]=[CH:9][C:8]=2[NH:21][C:22]([C:24]2[NH:25][CH:26]=[C:27]([C:29]#[N:30])[N:28]=2)=[O:23])[CH2:6][CH2:5][CH2:4][CH2:3][CH:2]=1. The reactants are [C:1]1([C:7]2[CH:12]=[C:11]([CH:13]3[CH2:18][NH:17][S:16](=[O:20])(=[O:19])[NH:15][CH2:14]3)[CH:10]=[CH:9][C:8]=2[NH:21][C:22]([C:24]2[N:25](COCC[Si](C)(C)C)[CH:26]=[C:27]([C:29]#[N:30])[N:28]=2)=[O:23])[CH2:6][CH2:5][CH2:4][CH2:3][CH:2]=1.C(N)CN.[F-].C([N+](CCCC)(CCCC)CCCC)CCC. (3) The product is [C:29]([O:28][C:26](=[O:27])[N:33]([CH3:41])[CH:34]([C:38](=[O:40])[N:2]([CH3:1])[CH:3]1[CH2:16][C:15]2[C:6]([CH3:25])([CH:7]3[CH:12]([CH2:13][CH:14]=2)[CH:11]2[CH2:17][CH2:18][CH:19]4[CH:20]([CH3:24])[N:21]([CH3:23])[CH2:22][C:10]24[CH2:9][CH2:8]3)[CH2:5][CH2:4]1)[CH:35]([CH3:36])[CH3:37])([CH3:30])([CH3:31])[CH3:32]. The reactants are [CH3:1][NH:2][CH:3]1[CH2:16][C:15]2[C:6]([CH3:25])([CH:7]3[CH:12]([CH2:13][CH:14]=2)[CH:11]2[CH2:17][CH2:18][CH:19]4[CH:20]([CH3:24])[N:21]([CH3:23])[CH2:22][C:10]24[CH2:9][CH2:8]3)[CH2:5][CH2:4]1.[C:26]([N:33]([CH3:41])[C@@H:34]([C:38]([OH:40])=O)[CH:35]([CH3:37])[CH3:36])([O:28][C:29]([CH3:32])([CH3:31])[CH3:30])=[O:27].Cl.CN(C)CCCN=C=NCC.ON1C2C=CC=CC=2N=N1. The yield is 0.720. The catalyst is C1COCC1.ClCCl. (4) The reactants are Br[C:2]1[N:3]=[C:4]([CH3:7])[S:5][CH:6]=1.[CH2:8]([C:12]1[O:13][C:14]2[CH:20]=[CH:19][CH:18]=[CH:17][C:15]=2[N:16]=1)[CH2:9][C:10]#[CH:11]. No catalyst specified. The product is [CH3:7][C:4]1[S:5][CH:6]=[C:2]([C:11]#[C:10][CH2:9][CH2:8][C:12]2[O:13][C:14]3[CH:20]=[CH:19][CH:18]=[CH:17][C:15]=3[N:16]=2)[N:3]=1. The yield is 0.0200. (5) The reactants are C([O:8][C:9]1[CH:51]=[CH:50][C:12]([CH2:13][C:14]([C:40]([O:42]CC2C=CC=CC=2)=[O:41])([CH2:22][CH2:23][C@H:24]([NH:32][C:33]([O:35][C:36]([CH3:39])([CH3:38])[CH3:37])=[O:34])[C:25]([O:27][C:28]([CH3:31])([CH3:30])[CH3:29])=[O:26])[C:15]([O:17][C:18]([CH3:21])([CH3:20])[CH3:19])=[O:16])=[CH:11][CH:10]=1)C1C=CC=CC=1. The product is [C:28]([O:27][C:25](=[O:26])[C@@H:24]([NH:32][C:33]([O:35][C:36]([CH3:39])([CH3:38])[CH3:37])=[O:34])[CH2:23][CH2:22][C:14]([C:15]([O:17][C:18]([CH3:19])([CH3:20])[CH3:21])=[O:16])([CH2:13][C:12]1[CH:11]=[CH:10][C:9]([OH:8])=[CH:51][CH:50]=1)[C:40]([OH:42])=[O:41])([CH3:29])([CH3:30])[CH3:31]. The catalyst is CO.[Pd]. The yield is 1.00. (6) The reactants are [F:1][C:2]1[N:10]=[C:9]2[C:5]([N:6]=[C:7]([CH2:14][C:15]3[C:23]([I:24])=[CH:22][C:18]4[O:19][CH2:20][O:21][C:17]=4[CH:16]=3)[N:8]2[CH2:11][C:12]#[CH:13])=[C:4]([NH2:25])[N:3]=1.[N:26]([CH:29](O)[CH3:30])=[N+:27]=[N-:28].C([OH:36])(C)(C)C. The catalyst is [Cu](I)I.O. The product is [NH2:25][C:4]1[N:3]=[C:2]([F:1])[N:10]=[C:9]2[C:5]=1[N:6]=[C:7]([CH2:14][C:15]1[C:23]([I:24])=[CH:22][C:18]3[O:19][CH2:20][O:21][C:17]=3[CH:16]=1)[N:8]2[CH2:11][C:12]1[N:28]=[N:27][N:26]([CH2:29][CH2:30][OH:36])[CH:13]=1. The yield is 0.670. (7) The reactants are [CH3:1][O:2][C:3]1[CH:4]=[C:5]2[C:10](=[CH:11][C:12]=1[O:13][CH3:14])[N:9]=[CH:8][N:7]=[C:6]2[NH:15][C:16]1[CH:21]=[CH:20][C:19]([NH2:22])=[CH:18][C:17]=1[F:23].[O:24]=[C:25]1[CH:29]([C:30](O)=[O:31])[CH2:28][CH2:27][N:26]1[C:33]1[CH:38]=[CH:37][CH:36]=[CH:35][CH:34]=1.CCN(C(C)C)C(C)C.CN(C(ON1N=NC2C=CC=NC1=2)=[N+](C)C)C.F[P-](F)(F)(F)(F)F. The catalyst is CN(C=O)C.CCOC(C)=O. The product is [CH3:1][O:2][C:3]1[CH:4]=[C:5]2[C:10](=[CH:11][C:12]=1[O:13][CH3:14])[N:9]=[CH:8][N:7]=[C:6]2[NH:15][C:16]1[CH:21]=[CH:20][C:19]([NH:22][C:30]([CH:29]2[CH2:28][CH2:27][N:26]([C:33]3[CH:38]=[CH:37][CH:36]=[CH:35][CH:34]=3)[C:25]2=[O:24])=[O:31])=[CH:18][C:17]=1[F:23]. The yield is 0.690. (8) The reactants are I[C:2]1[CH:7]=[CH:6][C:5]([C:8]2[CH:13]=[CH:12][C:11](I)=[CH:10][CH:9]=2)=[CH:4][CH:3]=1.[CH:15]1[C:27]2[NH:26][C:25]3[C:20](=[CH:21][CH:22]=[CH:23][CH:24]=3)[C:19]=2[CH:18]=[CH:17][CH:16]=1.C(=O)([O-])[O-].[K+].[K+].C([C:37]1[CH:42]=[CH:41][CH:40]=[C:39]([CH:43]([CH3:45])[CH3:44])[CH:38]=1)(C)C. The catalyst is [Cu].C1(C)C=CC=CC=1. The product is [CH:3]1[C:4]2[N:26]([C:25]3[CH:20]=[CH:44][C:43]([C:39]4[CH:38]=[CH:37][C:42]([N:26]5[C:25]6[CH:24]=[CH:23][CH:22]=[CH:21][C:20]=6[C:19]6[C:27]5=[CH:15][CH:16]=[CH:17][CH:18]=6)=[CH:41][CH:40]=4)=[CH:45][CH:24]=3)[C:13]3[C:8](=[CH:9][CH:10]=[CH:11][CH:12]=3)[C:5]=2[CH:6]=[CH:7][CH:2]=1. The yield is 0.686. (9) The yield is 0.500. The catalyst is C(O)C. The reactants are [NH2:1][C:2]1[NH:6][N:5]=[C:4]([NH:7][C:8]2[CH:9]=[N:10][CH:11]=[CH:12][CH:13]=2)[C:3]=1[C:14]([NH2:16])=[O:15].[CH3:17][O:18][C:19]1[CH:26]=[CH:25][C:22]([CH:23]=O)=[CH:21][CH:20]=1.N1CCCCC1. The product is [CH3:17][O:18][C:19]1[CH:26]=[CH:25][C:22]([CH:23]=[N:1][C:2]2[NH:6][N:5]=[C:4]([NH:7][C:8]3[CH:9]=[N:10][CH:11]=[CH:12][CH:13]=3)[C:3]=2[C:14]([NH2:16])=[O:15])=[CH:21][CH:20]=1.